Dataset: Forward reaction prediction with 1.9M reactions from USPTO patents (1976-2016). Task: Predict the product of the given reaction. (1) Given the reactants [C:1]([O:9][C@@H:10]1[CH2:18][C@@H:13]2[O:14][C:15](=[O:17])[CH2:16][C@@H:12]2[C@H:11]1/[CH:19]=[CH:20]/[C:21](=[O:27])[CH2:22][CH2:23][CH2:24][CH2:25][CH3:26])(=[O:8])[C:2]1[CH:7]=[CH:6][CH:5]=[CH:4][CH:3]=1.[CH3:28][Mg]Br, predict the reaction product. The product is: [C:1]([O:9][C@@H:10]1[CH2:18][C@@H:13]2[O:14][C:15](=[O:17])[CH2:16][C@@H:12]2[C@H:11]1/[CH:19]=[CH:20]/[C:21]([OH:27])([CH3:28])[CH2:22][CH2:23][CH2:24][CH2:25][CH3:26])(=[O:8])[C:2]1[CH:7]=[CH:6][CH:5]=[CH:4][CH:3]=1. (2) Given the reactants [Cl:1][C:2]([Cl:9])([Cl:8])[CH2:3][O:4][C:5](Cl)=[O:6].[C:10]([C:14]1[CH:15]=[C:16]([NH2:36])[N:17]([C:19]2[CH:24]=[CH:23][CH:22]=[C:21]([O:25][Si:26]([CH:33]([CH3:35])[CH3:34])([CH:30]([CH3:32])[CH3:31])[CH:27]([CH3:29])[CH3:28])[CH:20]=2)[N:18]=1)([CH3:13])([CH3:12])[CH3:11].CCN(C(C)C)C(C)C, predict the reaction product. The product is: [Cl:1][C:2]([Cl:9])([Cl:8])[CH2:3][O:4][C:5](=[O:6])[NH:36][C:16]1[N:17]([C:19]2[CH:24]=[CH:23][CH:22]=[C:21]([O:25][Si:26]([CH:27]([CH3:29])[CH3:28])([CH:33]([CH3:35])[CH3:34])[CH:30]([CH3:31])[CH3:32])[CH:20]=2)[N:18]=[C:14]([C:10]([CH3:11])([CH3:13])[CH3:12])[CH:15]=1. (3) Given the reactants [C:1]([C:3]1[CH:13]=[C:12]([CH:14]2[CH2:16][CH2:15]2)[CH:11]=[CH:10][C:4]=1[O:5][CH2:6][C:7]([NH2:9])=[O:8])#[N:2].[OH-].[K+], predict the reaction product. The product is: [NH2:2][C:1]1[C:3]2[CH:13]=[C:12]([CH:14]3[CH2:15][CH2:16]3)[CH:11]=[CH:10][C:4]=2[O:5][C:6]=1[C:7]([NH2:9])=[O:8].